Task: Predict the reaction yield, written as a fraction of the theoretical maximum amount of product (1.0 means a 100% yield; for example, 0.34 means a 34% yield).. Dataset: Reaction yield outcomes from USPTO patents with 853,638 reactions (1) The reactants are [C:1]([O:4][CH2:5][C:6]([CH3:36])([CH3:35])[CH2:7][N:8]1[C:14]2[CH:15]=[CH:16][C:17]([Cl:19])=[CH:18][C:13]=2[C@@H:12]([C:20]2[CH:25]=[CH:24][CH:23]=[C:22]([O:26][CH3:27])[C:21]=2[O:28][CH3:29])[O:11][C@H:10]([CH2:30][C:31](O)=[O:32])[C:9]1=[O:34])(=[O:3])[CH3:2].S(Cl)(Cl)=O.[NH2:41][C:42]1[CH:43]=[C:44]([CH:49]=[CH:50][CH:51]=1)[C:45]([O:47][CH3:48])=[O:46].C(N(CC)CC)C. The catalyst is O1CCCC1.O.CN(C)C=O. The product is [C:1]([O:4][CH2:5][C:6]([CH3:36])([CH3:35])[CH2:7][N:8]1[C:14]2[CH:15]=[CH:16][C:17]([Cl:19])=[CH:18][C:13]=2[C@@H:12]([C:20]2[CH:25]=[CH:24][CH:23]=[C:22]([O:26][CH3:27])[C:21]=2[O:28][CH3:29])[O:11][C@H:10]([CH2:30][C:31]([NH:41][C:42]2[CH:43]=[C:44]([CH:49]=[CH:50][CH:51]=2)[C:45]([O:47][CH3:48])=[O:46])=[O:32])[C:9]1=[O:34])(=[O:3])[CH3:2]. The yield is 0.750. (2) The reactants are [Br:1][C:2]1[CH:7]=[C:6]([CH3:8])[CH:5]=[CH:4][C:3]=1[OH:9].C(=O)([O-])[O-].[K+].[K+].[CH2:16](Br)[C:17]1[CH:22]=[CH:21][CH:20]=[CH:19][CH:18]=1.O. The catalyst is CN(C)C=O. The product is [CH2:16]([O:9][C:3]1[CH:4]=[CH:5][C:6]([CH3:8])=[CH:7][C:2]=1[Br:1])[C:17]1[CH:22]=[CH:21][CH:20]=[CH:19][CH:18]=1. The yield is 0.770. (3) The reactants are [NH2:1][C:2]1[C:3]([C:9]([NH:11][CH3:12])=[O:10])=[N:4][C:5](Br)=[CH:6][N:7]=1.[OH:13][CH2:14][C:15]1[CH:16]=[C:17](B(O)O)[CH:18]=[CH:19][CH:20]=1.C([O-])([O-])=O.[K+].[K+].O. The catalyst is CN(C=O)C.C1C=CC([P]([Pd]([P](C2C=CC=CC=2)(C2C=CC=CC=2)C2C=CC=CC=2)([P](C2C=CC=CC=2)(C2C=CC=CC=2)C2C=CC=CC=2)[P](C2C=CC=CC=2)(C2C=CC=CC=2)C2C=CC=CC=2)(C2C=CC=CC=2)C2C=CC=CC=2)=CC=1. The product is [NH2:1][C:2]1[C:3]([C:9]([NH:11][CH3:12])=[O:10])=[N:4][C:5]([C:19]2[CH:18]=[CH:17][CH:16]=[C:15]([CH2:14][OH:13])[CH:20]=2)=[CH:6][N:7]=1. The yield is 0.920. (4) The reactants are [Cl:1][C:2]1[CH:7]=[CH:6][C:5]([B:8]([OH:10])[OH:9])=[C:4]([O:11]C)[CH:3]=1.B(Br)(Br)Br. The catalyst is ClCCl. The product is [Cl:1][C:2]1[CH:7]=[CH:6][C:5]([B:8]([OH:9])[OH:10])=[C:4]([OH:11])[CH:3]=1. The yield is 0.610. (5) The reactants are [Br:1][C:2]1[CH:13]=[N:12][C:5]2[NH:6][CH2:7][C@H:8]([CH3:11])[NH:9][CH2:10][C:4]=2[CH:3]=1.C(N(CC)CC)C.[C:21](O[C:21]([O:23][C:24]([CH3:27])([CH3:26])[CH3:25])=[O:22])([O:23][C:24]([CH3:27])([CH3:26])[CH3:25])=[O:22]. The catalyst is CC#N. The product is [Br:1][C:2]1[CH:13]=[N:12][C:5]2[NH:6][CH2:7][C@H:8]([CH3:11])[N:9]([C:21]([O:23][C:24]([CH3:27])([CH3:26])[CH3:25])=[O:22])[CH2:10][C:4]=2[CH:3]=1. The yield is 0.770. (6) The reactants are [NH2:1][CH2:2][C:3]1([CH2:9][NH2:10])[CH2:8][CH2:7][O:6][CH2:5][CH2:4]1.OO.[O-]Cl.[Na+]. The catalyst is O.CO. The product is [CH2:9]1[C:3]2([CH2:8][CH2:7][O:6][CH2:5][CH2:4]2)[CH2:2][N:1]=[N:10]1. The yield is 0.850. (7) The reactants are Br[CH2:2][CH2:3][CH2:4][CH2:5][B:6]1[O:10][C:9]([CH3:12])([CH3:11])[C:8]([CH3:14])([CH3:13])[O:7]1.[I-:15].[Na+]. The catalyst is CC(C)=O. The product is [I:15][CH2:2][CH2:3][CH2:4][CH2:5][B:6]1[O:10][C:9]([CH3:12])([CH3:11])[C:8]([CH3:14])([CH3:13])[O:7]1. The yield is 0.980. (8) The catalyst is C1COCC1.C(OCC)(=O)C. The reactants are [O:1]1[C:5]2[CH:6]=[CH:7][CH:8]=[CH:9][C:4]=2[CH:3]=[CH:2]1.[Li]C(C)(C)C.[I:15]I. The yield is 0.800. The product is [I:15][C:2]1[O:1][C:5]2[CH:6]=[CH:7][CH:8]=[CH:9][C:4]=2[CH:3]=1.